This data is from Drug-target binding data from BindingDB using IC50 measurements. The task is: Regression. Given a target protein amino acid sequence and a drug SMILES string, predict the binding affinity score between them. We predict pIC50 (pIC50 = -log10(IC50 in M); higher means more potent). Dataset: bindingdb_ic50. (1) The drug is CCc1sc2nc(N)[nH]c(=O)c2c1Sc1ccccc1Cl. The target protein (P0ABQ4) has sequence MISLIAALAVDRVIGMENAMPWNLPADLAWFKRNTLNKPVIMGRHTWESIGRPLPGRKNIILSSQPGTDDRVTWVKSVDEAIAACGDVPEIMVIGGGRVYEQFLPKAQKLYLTHIDAEVEGDTHFPDYEPDDWESVFSEFHDADAQNSHSYCFEILERR. The pIC50 is 4.5. (2) The pIC50 is 9.5. The target protein (Q9UHL4) has sequence MGSAPWAPVLLLALGLRGLQAGARRAPDPGFQERFFQQRLDHFNFERFGNKTFPQRFLVSDRFWVRGEGPIFFYTGNEGDVWAFANNSAFVAELAAERGALLVFAEHRYYGKSLPFGAQSTQRGHTELLTVEQALADFAELLRALRRDLGAQDAPAIAFGGSYGGMLSAYLRMKYPHLVAGALAASAPVLAVAGLGDSNQFFRDVTADFEGQSPKCTQGVREAFRQIKDLFLQGAYDTVRWEFGTCQPLSDEKDLTQLFMFARNAFTVLAMMDYPYPTDFLGPLPANPVKVGCDRLLSEAQRITGLRALAGLVYNASGSEHCYDIYRLYHSCADPTGCGTGPDARAWDYQACTEINLTFASNNVTDMFPDLPFTDELRQRYCLDTWGVWPRPDWLLTSFWGGDLRAASNIIFSNGNLDPWAGGGIRRNLSASVIAVTIQGGAHHLDLRASHPEDPASVVEARKLEATIIGEWVKAARREQQPALRGGPRLSL. The small molecule is N[C@@H](CCNCc1ccc(Cl)cc1)C(=O)N1CCCCC1. (3) The drug is COc1ccc2c(c1)c(CC(=O)O)c(C)n2C(=O)c1ccc(Cl)cc1. The target protein (O94956) has sequence MGPRIGPAGEVPQVPDKETKATMGTENTPGGKASPDPQDVRPSVFHNIKLFVLCHSLLQLAQLMISGYLKSSISTVEKRFGLSSQTSGLLASFNEVGNTALIVFVSYFGSRVHRPRMIGYGAILVALAGLLMTLPHFISEPYRYDNTSPEDMPQDFKASLCLPTTSAPASAPSNGNCSSYTETQHLSVVGIMFVAQTLLGVGGVPIQPFGISYIDDFAHNSNSPLYLGILFAVTMMGPGLAFGLGSLMLRLYVDINQMPEGGISLTIKDPRWVGAWWLGFLIAAGAVALAAIPYFFFPKEMPKEKRELQFRRKVLAVTDSPARKGKDSPSKQSPGESTKKQDGLVQIAPNLTVIQFIKVFPRVLLQTLRHPIFLLVVLSQVCLSSMAAGMAIFLPKFLERQFSITASYANLLIGCLSFPSVIVGIVVGGVLVKRLHLGPVGCGALCLLGMLLCLFFSLPLFFIGCSSHQIAGITHQTSAHPGLELSPSCMEACSCPLDGF.... The pIC50 is 3.9. (4) The pIC50 is 7.2. The drug is CC[C@H](NCCO)C(=O)NC1C(=O)N(Cc2c(OC)ccc3c(Br)cccc23)c2ccccc2N(c2ccccc2)C1=O. The target protein sequence is MRHHHHHHRDHFALDRPSETHADYLLRTGQVVDISDTIYPRNPAMYSEEARLKSFQNWPDYAHLTPRELASAGLYYTGIGDQVQCFACGGKLKNWEPGDRAWSEHRRHFPNCFFVLGRNLNIRSE.